From a dataset of Forward reaction prediction with 1.9M reactions from USPTO patents (1976-2016). Predict the product of the given reaction. (1) Given the reactants [CH3:1][C:2]1[C:10]2[CH2:9][O:8][C:7](=[O:11])[C:6]=2[C:5]([CH3:12])=[CH:4][C:3]=1[CH:13]=[CH2:14].C1C=C(Cl)C=C(C(OO)=[O:23])C=1, predict the reaction product. The product is: [CH3:1][C:2]1[C:10]2[CH2:9][O:8][C:7](=[O:11])[C:6]=2[C:5]([CH3:12])=[CH:4][C:3]=1[CH:13]1[CH2:14][O:23]1. (2) Given the reactants CO[C:3]1[CH:20]=[CH:19][C:6]2[N:7]=[C:8]([C:10]3[CH:11]=[N:12][C:13]([N:16]([CH3:18])C)=N[CH:15]=3)[S:9][C:5]=2[CH:4]=1.B(Br)(Br)Br.[Cl-].[Cl-].[Ca+2].[C:28]([O-:31])(O)=O.[Na+].[CH2:33](Cl)Cl, predict the reaction product. The product is: [CH3:28][O:31][C:20]1[CH:3]=[CH:4][C:5]2[S:9][C:8]([C:10]3[CH:15]=[CH:33][C:13]([NH:16][CH3:18])=[N:12][CH:11]=3)=[N:7][C:6]=2[CH:19]=1. (3) Given the reactants [C:1]([C:3]1[C:4]([F:16])=[C:5]([CH:11]=[C:12]([F:15])[C:13]=1[F:14])[C:6]([O:8]CC)=[O:7])#[N:2].Cl.O, predict the reaction product. The product is: [C:1]([C:3]1[C:4]([F:16])=[C:5]([CH:11]=[C:12]([F:15])[C:13]=1[F:14])[C:6]([OH:8])=[O:7])#[N:2]. (4) Given the reactants [Li]CCCC.Br[C:7]1[CH:8]=[CH:9][C:10]([O:13][CH2:14][CH2:15][O:16][C:17]2[C:22]([Cl:23])=[CH:21][C:20]([CH3:24])=[CH:19][C:18]=2[Cl:25])=[N:11][CH:12]=1.[CH3:26][O:27][C:28]([C:30]1[CH2:31][N:32]([C:44]([O:46][C:47]([CH3:50])([CH3:49])[CH3:48])=[O:45])[CH2:33][CH2:34][C:35]=1OS(C(F)(F)F)(=O)=O)=[O:29].[NH4+].[Cl-], predict the reaction product. The product is: [CH3:26][O:27][C:28]([C:30]1[CH2:31][N:32]([C:44]([O:46][C:47]([CH3:50])([CH3:49])[CH3:48])=[O:45])[CH2:33][CH2:34][C:35]=1[C:7]1[CH:12]=[N:11][C:10]([O:13][CH2:14][CH2:15][O:16][C:17]2[C:22]([Cl:23])=[CH:21][C:20]([CH3:24])=[CH:19][C:18]=2[Cl:25])=[CH:9][CH:8]=1)=[O:29]. (5) Given the reactants Br[C:2]1[N:3]([CH2:7][C:8]2[CH:9]=[C:10]([C:14]3[CH:18]=[C:17]([CH2:19][CH:20]([CH3:22])[CH3:21])[S:16][C:15]=3[S:23]([NH:26][C:27]([CH3:30])([CH3:29])[CH3:28])(=[O:25])=[O:24])[CH:11]=[CH:12][CH:13]=2)[CH:4]=[CH:5][N:6]=1.[S:31]1[CH:35]=[CH:34][CH:33]=[C:32]1B(O)O.[OH-].[Na+], predict the reaction product. The product is: [S:31]1[CH:35]=[CH:34][CH:33]=[C:32]1[C:2]1[N:3]([CH2:7][C:8]2[CH:9]=[C:10]([C:14]3[CH:18]=[C:17]([CH2:19][CH:20]([CH3:22])[CH3:21])[S:16][C:15]=3[S:23]([NH:26][C:27]([CH3:30])([CH3:29])[CH3:28])(=[O:25])=[O:24])[CH:11]=[CH:12][CH:13]=2)[CH:4]=[CH:5][N:6]=1. (6) Given the reactants Cl[CH2:2][C:3]1[N:12]=[C:11]([N:13]([C:15]2[CH:20]=[CH:19][C:18]([O:21][CH:22]([CH3:24])[CH3:23])=[CH:17][CH:16]=2)[CH3:14])[C:10]2[C:5](=[CH:6][CH:7]=[CH:8][CH:9]=2)[N:4]=1.ClC1C2C(=CC=CC=2)N=C(CCl)[N:27]=1.C(OC1C=CC(NC)=CC=1)(C)C, predict the reaction product. The product is: [NH2:27][CH2:2][C:3]1[N:12]=[C:11]([N:13]([C:15]2[CH:20]=[CH:19][C:18]([O:21][CH:22]([CH3:24])[CH3:23])=[CH:17][CH:16]=2)[CH3:14])[C:10]2[C:5](=[CH:6][CH:7]=[CH:8][CH:9]=2)[N:4]=1. (7) Given the reactants BrCC1C=CC(C2CCCN2C(OC(C)(C)C)=O)=CC=1.ClCC1C=CC(C2C=CC=CN=2)=CC=1.[Cl:35][C:36]1[N:37]([CH2:52][C:53]2[CH:58]=[CH:57][C:56]([CH:59]3[CH2:63][CH2:62][CH2:61][N:60]3C(OC(C)(C)C)=O)=[CH:55][CH:54]=2)[CH:38]=[C:39]2[C:44]=1[C:43](=[O:45])[N:42]([CH3:46])[C:41](=[O:47])[N:40]2[CH2:48][CH:49]([CH3:51])[CH3:50].C(O)(C(F)(F)F)=O, predict the reaction product. The product is: [Cl:35][C:36]1[N:37]([CH2:52][C:53]2[CH:54]=[CH:55][C:56]([CH:59]3[CH2:63][CH2:62][CH2:61][NH:60]3)=[CH:57][CH:58]=2)[CH:38]=[C:39]2[C:44]=1[C:43](=[O:45])[N:42]([CH3:46])[C:41](=[O:47])[N:40]2[CH2:48][CH:49]([CH3:51])[CH3:50]. (8) Given the reactants [CH3:1][O:2][C:3]1[CH:4]=[C:5]2[C:10](=[CH:11][C:12]=1[O:13][CH3:14])[N:9]=[CH:8][CH:7]=[C:6]2[O:15][C:16]1[CH:21]=[CH:20][C:19]([NH:22][C:23](=O)[CH2:24][O:25][C:26]2[CH:31]=[CH:30][CH:29]=[CH:28][C:27]=2[O:32][CH3:33])=[CH:18][CH:17]=1.Cl.[OH-].[Na+], predict the reaction product. The product is: [CH3:1][O:2][C:3]1[CH:4]=[C:5]2[C:10](=[CH:11][C:12]=1[O:13][CH3:14])[N:9]=[CH:8][CH:7]=[C:6]2[O:15][C:16]1[CH:17]=[CH:18][C:19]([NH:22][CH2:23][CH2:24][O:25][C:26]2[CH:31]=[CH:30][CH:29]=[CH:28][C:27]=2[O:32][CH3:33])=[CH:20][CH:21]=1.